This data is from Forward reaction prediction with 1.9M reactions from USPTO patents (1976-2016). The task is: Predict the product of the given reaction. (1) Given the reactants [O-:1][CH2:2][CH3:3].[Na+].[Br:5][C:6]1[CH:7]=[C:8]2[C:13](=[CH:14][CH:15]=1)[N:12]=[C:11]([NH:16][CH3:17])[N:10]=[C:9]2Cl, predict the reaction product. The product is: [Br:5][C:6]1[CH:7]=[C:8]2[C:13](=[CH:14][CH:15]=1)[N:12]=[C:11]([NH:16][CH3:17])[N:10]=[C:9]2[O:1][CH2:2][CH3:3]. (2) Given the reactants [OH:1][C:2]1[CH:7]=[CH:6][C:5]([O:8][C:9]2[CH:14]=[CH:13][CH:12]=[CH:11][CH:10]=2)=[CH:4][C:3]=1[C:15](=[O:17])[CH3:16].[O:18]1[CH2:23][CH2:22][CH2:21][C:20](=O)[CH2:19]1.N1CCCC1, predict the reaction product. The product is: [O:8]([C:5]1[CH:4]=[C:3]2[C:2](=[CH:7][CH:6]=1)[O:1][C:20]1([CH2:21][CH2:22][CH2:23][O:18][CH2:19]1)[CH2:16][C:15]2=[O:17])[C:9]1[CH:14]=[CH:13][CH:12]=[CH:11][CH:10]=1.